Dataset: Full USPTO retrosynthesis dataset with 1.9M reactions from patents (1976-2016). Task: Predict the reactants needed to synthesize the given product. (1) The reactants are: BrCCO.Cl.C1([CH:12]([CH:16]2[CH2:21][CH2:20][N:19](C3C=CC(NC(C4C=CC=CC=4C4C=CC(C(F)(F)F)=CC=4)=O)=CC=3)[CH2:18][CH2:17]2)[C:13]([OH:15])=[O:14])C=CC=CC=1. Given the product [NH:19]1[CH2:20][CH2:21][CH:16]([CH2:12][C:13]([OH:15])=[O:14])[CH2:17][CH2:18]1, predict the reactants needed to synthesize it. (2) Given the product [OH:23][CH:22]([C:24]1[CH:25]=[CH:26][C:27]([O:30][CH3:31])=[CH:28][CH:29]=1)[C:14]1[S:15][C:16]2=[CH:17][N:18]=[CH:19][CH:20]=[C:21]2[C:13]=1[NH:12][C:8]1[CH:7]=[C:6]2[C:11](=[CH:10][CH:9]=1)/[C:3](=[N:2]/[OH:1])/[CH2:4][CH2:5]2, predict the reactants needed to synthesize it. The reactants are: [OH:1]/[N:2]=[C:3]1\[CH2:4][CH2:5][C:6]2[C:11]\1=[CH:10][CH:9]=[C:8]([NH:12][C:13]1[C:21]3[C:16](=[CH:17][N:18]=[CH:19][CH:20]=3)[S:15][C:14]=1[C:22]([C:24]1[CH:29]=[CH:28][C:27]([O:30][CH3:31])=[CH:26][CH:25]=1)=[O:23])[CH:7]=2.[BH4-].[Na+]. (3) The reactants are: C(OC)(=O)C1C(=CC=CC=1)O.C1(P(C2C=CC=CC=2)C2C=CC=CC=2)C=CC=CC=1.CN(C)C(N=NC(N(C)C)=O)=O.C([NH:62][C:63]1[S:64][CH:65]=[C:66]([CH2:68][CH2:69][O:70][C:71]2[CH:80]=[CH:79][CH:78]=[CH:77][C:72]=2[C:73]([O:75][CH3:76])=[O:74])[N:67]=1)(C1C=CC=CC=1)(C1C=CC=CC=1)C1C=CC=CC=1.Cl. Given the product [NH2:62][C:63]1[S:64][CH:65]=[C:66]([CH2:68][CH2:69][O:70][C:71]2[CH:80]=[CH:79][CH:78]=[CH:77][C:72]=2[C:73]([O:75][CH3:76])=[O:74])[N:67]=1, predict the reactants needed to synthesize it. (4) Given the product [NH:53]([C:62]([O:64][C:65]([CH3:67])([CH3:66])[CH3:68])=[O:63])[C@H:54]([C:59]([NH:1][C@H:2]([C:27]([O:29][CH3:30])=[O:28])[CH2:3][CH2:4][CH2:5][NH:6][C:7](=[NH:26])[NH:8][S:9]([C:12]1[C:24]([CH3:25])=[C:23]2[C:17]([O:18][C:19]([CH2:22]2)([CH3:21])[CH3:20])=[C:15]([CH3:16])[C:13]=1[CH3:14])(=[O:11])=[O:10])=[O:60])[CH2:55][CH:56]([CH3:58])[CH3:57], predict the reactants needed to synthesize it. The reactants are: [NH2:1][C@H:2]([C:27]([O:29][CH3:30])=[O:28])[CH2:3][CH2:4][CH2:5][NH:6][C:7](=[NH:26])[NH:8][S:9]([C:12]1[C:24]([CH3:25])=[C:23]2[C:17]([O:18][C:19]([CH2:22]2)([CH3:21])[CH3:20])=[C:15]([CH3:16])[C:13]=1[CH3:14])(=[O:11])=[O:10].C1C=CC2N(O)N=NC=2C=1.CCN=C=NCCCN(C)C.Cl.[NH:53]([C:62]([O:64][C:65]([CH3:68])([CH3:67])[CH3:66])=[O:63])[C@H:54]([C:59](O)=[O:60])[CH2:55][CH:56]([CH3:58])[CH3:57].O. (5) Given the product [C:5]([O:4][C:3]([NH:2][O:1][C:18]([O:20][CH2:21][CH2:22][O:23][CH3:24])=[O:19])=[O:9])([CH3:8])([CH3:7])[CH3:6], predict the reactants needed to synthesize it. The reactants are: [OH:1][NH:2][C:3](=[O:9])[O:4][C:5]([CH3:8])([CH3:7])[CH3:6].C(N(CC)CC)C.Cl[C:18]([O:20][CH2:21][CH2:22][O:23][CH3:24])=[O:19]. (6) Given the product [F:28][C:29]1[CH:34]=[CH:33][C:32]([O:35][C:2]2[CH:17]=[C:16]([C:18]([F:21])([F:20])[F:19])[CH:15]=[CH:14][C:3]=2[C:4]([NH:6][C:7]2[CH:12]=[CH:11][NH:10][C:9](=[O:13])[CH:8]=2)=[O:5])=[C:31]([CH2:36][OH:37])[CH:30]=1, predict the reactants needed to synthesize it. The reactants are: F[C:2]1[CH:17]=[C:16]([C:18]([F:21])([F:20])[F:19])[CH:15]=[CH:14][C:3]=1[C:4]([NH:6][C:7]1[CH:12]=[CH:11][NH:10][C:9](=[O:13])[CH:8]=1)=[O:5].C(=O)([O-])[O-].[K+].[K+].[F:28][C:29]1[CH:34]=[CH:33][C:32]([OH:35])=[C:31]([CH2:36][OH:37])[CH:30]=1. (7) Given the product [Br:1][C:2]1[C:9]([F:10])=[CH:8][CH:7]=[C:6]([OH:11])[C:3]=1[CH:4]=[O:5], predict the reactants needed to synthesize it. The reactants are: [Br:1][C:2]1[C:9]([F:10])=[CH:8][CH:7]=[C:6]([O:11]C)[C:3]=1[CH:4]=[O:5].B(Br)(Br)Br.[NH4+].[Cl-]. (8) Given the product [Br:23][C:19]1[CH:18]=[CH:17][C:16]2[N:15]=[CH:14][C:13]3[N:12]([CH3:24])[C:11](=[O:25])[N:10]([C:8]4[C:7]([CH3:26])=[N:6][N:5]([CH2:4][CH2:3][OH:2])[CH:9]=4)[C:22]=3[C:21]=2[CH:20]=1, predict the reactants needed to synthesize it. The reactants are: C[O:2][C:3](=O)[CH2:4][N:5]1[CH:9]=[C:8]([N:10]2[C:22]3[C:21]4[CH:20]=[C:19]([Br:23])[CH:18]=[CH:17][C:16]=4[N:15]=[CH:14][C:13]=3[N:12]([CH3:24])[C:11]2=[O:25])[C:7]([CH3:26])=[N:6]1.CO.[BH4-].[Na+]. (9) Given the product [Br:1][C:2]1[CH:7]=[C:6]([Cl:8])[CH:5]=[C:4]([F:9])[C:3]=1[C:18]#[N:19], predict the reactants needed to synthesize it. The reactants are: [Br:1][C:2]1[CH:7]=[C:6]([Cl:8])[CH:5]=[C:4]([F:9])[C:3]=1N.F[B-](F)(F)F.N#[O+].[C-:18]#[N:19].[K+]. (10) Given the product [CH3:45][O:46][C:47](=[O:50])[CH2:48][NH:49][C:8]([C:7]1[C:6]([NH:12][CH2:13][C:14]([N:16]2[CH2:21][C@H:20]([CH3:22])[N:19]([CH2:23][C:24]3[CH:29]=[CH:28][C:27]([F:30])=[CH:26][CH:25]=3)[CH2:18][C@H:17]2[CH3:31])=[O:15])=[N:5][CH:4]=[C:3]([Cl:2])[CH:11]=1)=[O:9], predict the reactants needed to synthesize it. The reactants are: Cl.[Cl:2][C:3]1[CH:4]=[N:5][C:6]([NH:12][CH2:13][C:14]([N:16]2[CH2:21][C@H:20]([CH3:22])[N:19]([CH2:23][C:24]3[CH:29]=[CH:28][C:27]([F:30])=[CH:26][CH:25]=3)[CH2:18][C@H:17]2[CH3:31])=[O:15])=[C:7]([CH:11]=1)[C:8](O)=[O:9].Cl.CN(C)CCCN=C=NCC.Cl.[CH3:45][O:46][C:47](=[O:50])[CH2:48][NH2:49].C(N(CC)CC)C.